Dataset: Full USPTO retrosynthesis dataset with 1.9M reactions from patents (1976-2016). Task: Predict the reactants needed to synthesize the given product. Given the product [C:31]([N:28]1[CH2:29][CH2:30][N:25]([C:20]2[CH:21]=[CH:22][CH:23]=[CH:24][C:19]=2/[CH:18]=[CH:17]/[C:10]2[C:11]3[C:16](=[CH:15][CH:14]=[CH:13][CH:12]=3)[NH:8][N:9]=2)[CH2:26][CH2:27]1)(=[O:33])[CH3:32], predict the reactants needed to synthesize it. The reactants are: C(OC([N:8]1[C:16]2[C:11](=[CH:12][CH:13]=[CH:14][CH:15]=2)[C:10](/[CH:17]=[CH:18]/[C:19]2[CH:24]=[CH:23][CH:22]=[CH:21][C:20]=2[N:25]2[CH2:30][CH2:29][N:28]([C:31](=[O:33])[CH3:32])[CH2:27][CH2:26]2)=[N:9]1)=O)(C)(C)C.C(OCC)(=O)C.Cl.C(=O)([O-])O.[Na+].